This data is from CYP2D6 inhibition data for predicting drug metabolism from PubChem BioAssay. The task is: Regression/Classification. Given a drug SMILES string, predict its absorption, distribution, metabolism, or excretion properties. Task type varies by dataset: regression for continuous measurements (e.g., permeability, clearance, half-life) or binary classification for categorical outcomes (e.g., BBB penetration, CYP inhibition). Dataset: cyp2d6_veith. (1) The compound is COc1ccccc1CNc1cc(-c2ccccc2OC)ncn1. The result is 1 (inhibitor). (2) The molecule is CCc1ccc2c(c1)cc(CN(C(=S)Nc1cccc(C)c1)C1CC1)c1nnnn12. The result is 0 (non-inhibitor). (3) The compound is C[C@@H](CC(=O)O)[C@@H](N)C(=O)O. The result is 0 (non-inhibitor). (4) The drug is COc1ccc2c(CC(=O)NCC3CCC(C(=O)O)CC3)cc(=O)oc2c1. The result is 1 (inhibitor).